Dataset: Catalyst prediction with 721,799 reactions and 888 catalyst types from USPTO. Task: Predict which catalyst facilitates the given reaction. (1) Reactant: C([O:3][P:4]([CH2:9][CH2:10][N:11]1[CH2:19][CH2:18][CH2:17][NH:16][C:15]2[C:14](=[O:20])[C:13](=[O:21])[C:12]1=2)(=[O:8])[O:5]CC)C.C[Si](Br)(C)C. Product: [CH2:18]1[CH2:19][N:11]([CH2:10][CH2:9][P:4]([OH:5])([OH:8])=[O:3])[C:12]2=[C:13]([OH:21])[C:14](=[O:20])[C:15]2=[N:16][CH2:17]1. The catalyst class is: 10. (2) Reactant: [NH:1]1[CH2:6][CH2:5][O:4][CH2:3][CH2:2]1.[Br:7][C:8]1[CH:13]=[CH:12][C:11](Br)=[CH:10][CH:9]=1.CC(C)([O-])C.[K+]. Product: [Br:7][C:8]1[CH:13]=[CH:12][C:11]([N:1]2[CH2:6][CH2:5][O:4][CH2:3][CH2:2]2)=[CH:10][CH:9]=1. The catalyst class is: 62. (3) Reactant: [NH2:1][C:2]1[CH:3]=[C:4]([CH:8]=[CH:9][CH:10]=1)[C:5]([OH:7])=[O:6].[CH2:11]([O:13][C:14](=[O:28])[CH:15]([C:20](=O)[C:21]1[CH:26]=[CH:25][CH:24]=[CH:23][CH:22]=1)[CH2:16][C:17](=O)[CH3:18])[CH3:12].CC1C=CC(S(O)(=O)=O)=CC=1. Product: [CH2:11]([O:13][C:14]([C:15]1[CH:16]=[C:17]([CH3:18])[N:1]([C:2]2[CH:10]=[CH:9][CH:8]=[C:4]([C:5]([OH:7])=[O:6])[CH:3]=2)[C:20]=1[C:21]1[CH:22]=[CH:23][CH:24]=[CH:25][CH:26]=1)=[O:28])[CH3:12]. The catalyst class is: 8. (4) Reactant: [Br:1][C:2]1[CH:3]=[C:4]([NH2:9])[C:5]([NH2:8])=[N:6][CH:7]=1.[CH3:10][C:11]1[CH:16]=[C:15]([C:17](O)=O)[CH:14]=[CH:13][N:12]=1. Product: [Br:1][C:2]1[CH:3]=[C:4]2[N:9]=[C:17]([C:15]3[CH:14]=[CH:13][N:12]=[C:11]([CH3:10])[CH:16]=3)[NH:8][C:5]2=[N:6][CH:7]=1. The catalyst class is: 6. (5) Reactant: [N:1]1([C:13]([O:15][C:16]([CH3:19])([CH3:18])[CH3:17])=[O:14])[CH2:6][CH2:5][CH:4]([CH:7]2[CH2:12][CH2:11][NH:10][CH2:9][CH2:8]2)[CH2:3][CH2:2]1.[Cl:20][C:21]1[CH:26]=[N:25][C:24](Cl)=[CH:23][N:22]=1.N12CCCN=C1CCCCC2. Product: [C:16]([O:15][C:13]([N:1]1[CH2:6][CH2:5][CH:4]([CH:7]2[CH2:12][CH2:11][N:10]([C:24]3[CH:23]=[N:22][C:21]([Cl:20])=[CH:26][N:25]=3)[CH2:9][CH2:8]2)[CH2:3][CH2:2]1)=[O:14])([CH3:19])([CH3:18])[CH3:17]. The catalyst class is: 514. (6) The catalyst class is: 1. Product: [Br:1][C:2]1[CH:10]=[C:9]([S:11][CH3:12])[C:5]([CH2:6][OH:7])=[C:4]([F:13])[CH:3]=1. Reactant: [Br:1][C:2]1[CH:10]=[C:9]([S:11][CH3:12])[C:5]([C:6](O)=[O:7])=[C:4]([F:13])[CH:3]=1. (7) The catalyst class is: 12. Product: [CH3:1][C:2]1([CH3:21])[O:7][C:6](=[O:8])[NH:5][C:4]2[CH:9]=[CH:10][C:11]([C:13]3[CH:20]=[CH:19][CH:18]=[C:15]([C:16]4[NH:28][N:27]=[N:26][N:17]=4)[CH:14]=3)=[CH:12][C:3]1=2. Reactant: [CH3:1][C:2]1([CH3:21])[O:7][C:6](=[O:8])[NH:5][C:4]2[CH:9]=[CH:10][C:11]([C:13]3[CH:14]=[C:15]([CH:18]=[CH:19][CH:20]=3)[C:16]#[N:17])=[CH:12][C:3]1=2.C[Si]([N:26]=[N+:27]=[N-:28])(C)C.C([Sn](=O)CCCC)CCC.